This data is from Forward reaction prediction with 1.9M reactions from USPTO patents (1976-2016). The task is: Predict the product of the given reaction. (1) Given the reactants Cl[C:2]1[N:11]=[CH:10][C:9]2[C:4](=[CH:5][C:6]([O:12][CH3:13])=[CH:7][CH:8]=2)[N:3]=1.[O:14]1[CH2:19][CH2:18][N:17]([S:20]([C:23]2[CH:29]=[CH:28][C:26]([NH2:27])=[CH:25][CH:24]=2)(=[O:22])=[O:21])[CH2:16][CH2:15]1, predict the reaction product. The product is: [CH3:13][O:12][C:6]1[CH:5]=[C:4]2[C:9]([CH:10]=[N:11][C:2]([NH:27][C:26]3[CH:28]=[CH:29][C:23]([S:20]([N:17]4[CH2:18][CH2:19][O:14][CH2:15][CH2:16]4)(=[O:22])=[O:21])=[CH:24][CH:25]=3)=[N:3]2)=[CH:8][CH:7]=1. (2) Given the reactants [OH-:1].[Na+].BrBr.[CH:5]1[C:16]2=[C:17]3[CH:12]([CH2:13][CH2:14][CH2:15]2)[CH2:11][CH2:10][CH2:9][C:8]3=[CH:7][C:6]=1[C:18](=[O:20])C.S([O-])([O-])=O.[Na+].[Na+].Cl, predict the reaction product. The product is: [CH:5]1[C:16]2=[C:17]3[CH:12]([CH2:13][CH2:14][CH2:15]2)[CH2:11][CH2:10][CH2:9][C:8]3=[CH:7][C:6]=1[C:18]([OH:20])=[O:1]. (3) Given the reactants [O:1]1[C:3]2([CH2:8][CH2:7][O:6][CH2:5][CH2:4]2)[CH2:2]1.[CH2:9]([N:16]1[CH2:21][C@@H:20]([CH3:22])[NH:19][CH2:18][C@@H:17]1[CH3:23])[C:10]1[CH:15]=[CH:14][CH:13]=[CH:12][CH:11]=1, predict the reaction product. The product is: [CH2:9]([N:16]1[C@@H:17]([CH3:23])[CH2:18][N:19]([CH2:2][C:3]2([OH:1])[CH2:8][CH2:7][O:6][CH2:5][CH2:4]2)[C@H:20]([CH3:22])[CH2:21]1)[C:10]1[CH:11]=[CH:12][CH:13]=[CH:14][CH:15]=1. (4) Given the reactants S(=O)(=O)(O)O.[F:6][C:7]1[CH:12]=[CH:11][CH:10]=[CH:9][C:8]=1[CH2:13][C:14]([OH:16])=[O:15].[CH3:17][CH2:18]O, predict the reaction product. The product is: [F:6][C:7]1[CH:12]=[CH:11][CH:10]=[CH:9][C:8]=1[CH2:13][C:14]([O:16][CH2:17][CH3:18])=[O:15]. (5) Given the reactants [C:1]([C:3]1[CH:8]=[C:7]([CH2:9][NH:10][C:11]2[CH:30]=[CH:29][CH:28]=[CH:27][C:12]=2[C:13]([NH:15][C:16]2[CH:26]=[CH:25][C:19]3[O:20][C:21]([F:24])([F:23])[O:22][C:18]=3[CH:17]=2)=[O:14])[CH:6]=[CH:5][N:4]=1)#[N:2].S(=O)(=O)(O)O.C(=O)([O-])[O-:37].[K+].[K+].[CH3:42][C:43](O)([CH3:45])[CH3:44], predict the reaction product. The product is: [C:43]([NH:2][C:1]([C:3]1[CH:8]=[C:7]([CH2:9][NH:10][C:11]2[CH:30]=[CH:29][CH:28]=[CH:27][C:12]=2[C:13]([NH:15][C:16]2[CH:26]=[CH:25][C:19]3[O:20][C:21]([F:23])([F:24])[O:22][C:18]=3[CH:17]=2)=[O:14])[CH:6]=[CH:5][N:4]=1)=[O:37])([CH3:45])([CH3:44])[CH3:42]. (6) Given the reactants [Cl:1][C:2]1[CH:3]=[C:4]([C:13]([NH:15][CH2:16][CH:17]2[CH2:22][CH2:21][NH:20][CH2:19][CH2:18]2)=[O:14])[C:5](=[O:12])[N:6]([CH:9]([CH3:11])[CH3:10])[C:7]=1[CH3:8].[CH:23]1([CH:29]=O)[CH2:28][CH2:27][CH2:26][CH2:25][CH2:24]1.C(O[BH-](OC(=O)C)OC(=O)C)(=O)C.[Na+], predict the reaction product. The product is: [Cl:1][C:2]1[CH:3]=[C:4]([C:13]([NH:15][CH2:16][CH:17]2[CH2:22][CH2:21][N:20]([CH2:29][CH:23]3[CH2:28][CH2:27][CH2:26][CH2:25][CH2:24]3)[CH2:19][CH2:18]2)=[O:14])[C:5](=[O:12])[N:6]([CH:9]([CH3:10])[CH3:11])[C:7]=1[CH3:8].